From a dataset of Forward reaction prediction with 1.9M reactions from USPTO patents (1976-2016). Predict the product of the given reaction. (1) Given the reactants [S:1]1[CH:5]=[CH:4][CH:3]=[C:2]1[CH2:6][CH:7]([C:13]([O:15]CC)=[O:14])[C:8]([O:10][CH2:11][CH3:12])=[O:9].[OH-].[K+], predict the reaction product. The product is: [C:13]([CH:7]([CH2:6][C:2]1[S:1][CH:5]=[CH:4][CH:3]=1)[C:8]([O:10][CH2:11][CH3:12])=[O:9])([OH:15])=[O:14]. (2) The product is: [CH:27]1([N:12]2[C:13]3[C:9](=[CH:8][CH:7]=[C:6]([N+:3]([O-:5])=[O:4])[CH:14]=3)[C:10]([C:15]3[CH:16]=[CH:17][C:18]([C:19]#[N:20])=[CH:21][CH:22]=3)=[CH:11]2)[CH2:31][CH2:30][CH2:29][CH2:28]1. Given the reactants [OH-].[K+].[N+:3]([C:6]1[CH:14]=[C:13]2[C:9]([C:10]([C:15]3[CH:22]=[CH:21][C:18]([C:19]#[N:20])=[CH:17][CH:16]=3)=[CH:11][NH:12]2)=[CH:8][CH:7]=1)([O-:5])=[O:4].S(C1C=CC(C)=CC=1)(O[CH:27]1[CH2:31][CH2:30][CH2:29][CH2:28]1)(=O)=O, predict the reaction product. (3) Given the reactants [Cl:1][C:2]1[CH:10]=[CH:9][C:5]([C:6](Cl)=[O:7])=[CH:4][CH:3]=1.[S-:11][C:12]#[N:13].[K+].[Cl:15][C:16]1[CH:17]=[C:18]([CH:20]=[C:21]([F:23])[CH:22]=1)[NH2:19], predict the reaction product. The product is: [Cl:1][C:2]1[CH:10]=[CH:9][C:5]([C:6]([NH:13][C:12](=[S:11])[NH:19][C:18]2[CH:20]=[C:21]([F:23])[CH:22]=[C:16]([Cl:15])[CH:17]=2)=[O:7])=[CH:4][CH:3]=1.